From a dataset of Full USPTO retrosynthesis dataset with 1.9M reactions from patents (1976-2016). Predict the reactants needed to synthesize the given product. (1) Given the product [CH3:1][C:2]1[C:3]([CH2:22][N:23]2[CH2:28][CH2:27][CH2:26][CH2:25][CH:24]2[C:29]2[CH:36]=[CH:35][C:32]([C:33]([O:42][CH3:41])=[O:61])=[CH:31][CH:30]=2)=[C:4]2[C:8](=[C:9]([CH3:11])[CH:10]=1)[NH:7][CH:6]=[CH:5]2, predict the reactants needed to synthesize it. The reactants are: [CH3:1][C:2]1[C:3]([CH2:22][N:23]2[CH2:28][CH2:27][CH2:26][CH2:25][CH:24]2[C:29]2[CH:36]=[CH:35][C:32]([C:33]#N)=[CH:31][CH:30]=2)=[C:4]2[C:8](=[C:9]([CH3:11])[CH:10]=1)[N:7](S(C1C=CC(C)=CC=1)(=O)=O)[CH:6]=[CH:5]2.[OH-].[K+].C(O)(=O)C[C:41](CC(O)=O)(C(O)=O)[OH:42].C[Si](C=[N+]=[N-])(C)C.CC[O:61]CC. (2) The reactants are: [O:1]=[C:2]1[C:10]2[C:5](=[CH:6][CH:7]=[CH:8][CH:9]=2)[C:4](=[O:11])[N:3]1[CH2:12][CH2:13][N:14]([C:22]1[CH:27]=[CH:26][C:25]([F:28])=[CH:24][CH:23]=1)[C:15]([N:17]1[CH:21]=[CH:20][N:19]=[CH:18]1)=[O:16].[CH3:29][I:30]. Given the product [I-:30].[O:11]=[C:4]1[C:5]2[C:10](=[CH:9][CH:8]=[CH:7][CH:6]=2)[C:2](=[O:1])[N:3]1[CH2:12][CH2:13][N:14]([C:22]1[CH:23]=[CH:24][C:25]([F:28])=[CH:26][CH:27]=1)[C:15]([N:17]1[CH:21]=[CH:20][N+:19]([CH3:29])=[CH:18]1)=[O:16], predict the reactants needed to synthesize it. (3) Given the product [Cl:1][C:2]1[CH:3]=[C:4]([C:10]([F:16])([F:17])[C:11]([OH:13])=[O:12])[CH:5]=[CH:6][C:7]=1[O:8][CH3:9], predict the reactants needed to synthesize it. The reactants are: [Cl:1][C:2]1[CH:3]=[C:4]([C:10]([F:17])([F:16])[C:11]([O:13]CC)=[O:12])[CH:5]=[CH:6][C:7]=1[O:8][CH3:9].C(O)C.O.O.[OH-].[Li+]. (4) Given the product [CH3:17][O:16][CH2:15][CH2:14][N:1]1[C:9]2[C:4](=[CH:5][C:6]([CH2:10][OH:12])=[CH:7][CH:8]=2)[CH:3]=[N:2]1, predict the reactants needed to synthesize it. The reactants are: [NH:1]1[C:9]2[C:4](=[CH:5][C:6]([C:10]([OH:12])=O)=[CH:7][CH:8]=2)[CH:3]=[N:2]1.Br[CH2:14][CH2:15][O:16][CH3:17].